From a dataset of Full USPTO retrosynthesis dataset with 1.9M reactions from patents (1976-2016). Predict the reactants needed to synthesize the given product. Given the product [CH2:24]([O:23][CH:21]1[CH:20]([NH:32][C:33]([CH:35]2[CH2:39][CH2:38][CH2:37][N:36]2[C:40](=[O:54])[CH:41]([NH:43][C:44](=[O:53])[C:45]2[CH:50]=[CH:49][C:48]([NH:51][C:1](=[O:4])[CH3:2])=[C:47]([Cl:52])[CH:46]=2)[CH3:42])=[O:34])[CH2:19][C:18](=[O:17])[O:22]1)[CH3:25], predict the reactants needed to synthesize it. The reactants are: [CH2:1]([O:4]C(=O)NC1CC(=O)OC1OCC)[CH:2]=C.[O:17]=[C:18]1[O:22][CH:21]([O:23][CH2:24][CH2:25]C2C=CC=CC=2)[CH:20]([NH:32][C:33]([CH:35]2[CH2:39][CH2:38][CH2:37][N:36]2[C:40](=[O:54])[CH:41]([NH:43][C:44](=[O:53])[C:45]2[CH:50]=[CH:49][C:48]([NH2:51])=[C:47]([Cl:52])[CH:46]=2)[CH3:42])=[O:34])[CH2:19]1.